Dataset: Forward reaction prediction with 1.9M reactions from USPTO patents (1976-2016). Task: Predict the product of the given reaction. (1) Given the reactants [Cl:1][C:2]1[CH:3]=[C:4]2[C:12](=[CH:13][CH:14]=1)[NH:11][C:10]1[CH:9]([NH2:15])[CH2:8][CH2:7][CH2:6][C:5]2=1.[CH3:16][C:17]1[C:18]([C:23](O)=[O:24])=[N:19][CH:20]=[CH:21][CH:22]=1, predict the reaction product. The product is: [Cl:1][C:2]1[CH:3]=[C:4]2[C:12](=[CH:13][CH:14]=1)[NH:11][C:10]1[CH:9]([NH:15][C:23]([C:18]3[C:17]([CH3:16])=[CH:22][CH:21]=[CH:20][N:19]=3)=[O:24])[CH2:8][CH2:7][CH2:6][C:5]2=1. (2) Given the reactants [H-].[Na+].[OH:3][CH:4]([C:8]1[CH:9]=[N:10][CH:11]=[CH:12][CH:13]=1)[C:5]([NH2:7])=[O:6].[O:14]1[C:18]2[CH:19]=[CH:20][CH:21]=[CH:22][C:17]=2[CH:16]=[C:15]1[C:23]1[N:27]2[N:28]=[C:29](Cl)[CH:30]=[CH:31][C:26]2=[N:25][CH:24]=1, predict the reaction product. The product is: [O:14]1[C:18]2[CH:19]=[CH:20][CH:21]=[CH:22][C:17]=2[CH:16]=[C:15]1[C:23]1[N:27]2[N:28]=[C:29]([NH:7][C:5](=[O:6])[CH:4]([OH:3])[C:8]3[CH:9]=[N:10][CH:11]=[CH:12][CH:13]=3)[CH:30]=[CH:31][C:26]2=[N:25][CH:24]=1.